This data is from Forward reaction prediction with 1.9M reactions from USPTO patents (1976-2016). The task is: Predict the product of the given reaction. Given the reactants [CH3:1][C:2]1[NH:3][C:4]2[CH:10]=[CH:9][CH:8]=[CH:7][C:5]=2[N:6]=1.[Li:11]CCCC.CCCCCC, predict the reaction product. The product is: [CH3:1][C:2]1[N-:3][C:4]2[CH:10]=[CH:9][CH:8]=[CH:7][C:5]=2[N:6]=1.[Li+:11].